This data is from Full USPTO retrosynthesis dataset with 1.9M reactions from patents (1976-2016). The task is: Predict the reactants needed to synthesize the given product. (1) Given the product [N:24]([CH2:8][C@@H:9]([C:11]1[CH:12]=[CH:13][C:14]([Cl:22])=[C:15]([NH:17][S:18]([CH3:21])(=[O:20])=[O:19])[CH:16]=1)[OH:10])=[N+:25]=[N-:26], predict the reactants needed to synthesize it. The reactants are: B.C1COCC1.Br[CH2:8][C:9]([C:11]1[CH:12]=[CH:13][C:14]([Cl:22])=[C:15]([NH:17][S:18]([CH3:21])(=[O:20])=[O:19])[CH:16]=1)=[O:10].Cl.[N-:24]=[N+:25]=[N-:26].[Na+].[I-].[Na+]. (2) Given the product [Cl:14][C:15]1[CH:16]=[CH:17][C:18]([CH2:19][N:20]([CH2:21][CH2:22][O:23][CH3:24])[C:2]2[CH:9]=[CH:8][C:5]([CH:6]=[O:7])=[CH:4][C:3]=2[N+:10]([O-:12])=[O:11])=[CH:25][CH:26]=1, predict the reactants needed to synthesize it. The reactants are: F[C:2]1[CH:9]=[CH:8][C:5]([CH:6]=[O:7])=[CH:4][C:3]=1[N+:10]([O-:12])=[O:11].Cl.[Cl:14][C:15]1[CH:26]=[CH:25][C:18]([CH2:19][NH:20][CH2:21][CH2:22][O:23][CH3:24])=[CH:17][CH:16]=1.C(=O)([O-])[O-].[Cs+].[Cs+]. (3) Given the product [C:15]([O:19][C:20]([N:22]1[CH2:27][CH2:26][CH2:25][CH:24]([CH2:28][O:14][C:7]2[CH:6]=[C:5]([O:4][CH2:3][CH2:2][F:1])[CH:13]=[CH:12][C:8]=2[C:9]([O:11][CH3:30])=[O:10])[CH2:23]1)=[O:21])([CH3:18])([CH3:17])[CH3:16], predict the reactants needed to synthesize it. The reactants are: [F:1][CH2:2][CH2:3][O:4][C:5]1[CH:13]=[CH:12][C:8]([C:9]([O-:11])=[O:10])=[C:7]([OH:14])[CH:6]=1.[C:15]([O:19][C:20]([N:22]1[CH2:27][CH2:26][CH2:25][CH:24]([CH2:28]O)[CH2:23]1)=[O:21])([CH3:18])([CH3:17])[CH3:16].[C:30]1(P(C2C=CC=CC=2)C2C=CC=CC=2)C=CC=CC=1.N(C(OCC)=O)=NC(OCC)=O. (4) Given the product [NH2:10][C:11]1[N:16]=[C:15]([C:17](=[CH:22][C:23]2[N:30]3[C:26]([S:27][CH:28]=[CH:29]3)=[N:25][C:24]=2[C:31]2[CH:36]=[CH:35][CH:34]=[CH:33][CH:32]=2)[CH2:18][OH:19])[CH:14]=[CH:13][N:12]=1, predict the reactants needed to synthesize it. The reactants are: CC(C[AlH]CC(C)C)C.[NH2:10][C:11]1[N:16]=[C:15](/[C:17](=[CH:22]/[C:23]2[N:30]3[C:26]([S:27][CH:28]=[CH:29]3)=[N:25][C:24]=2[C:31]2[CH:36]=[CH:35][CH:34]=[CH:33][CH:32]=2)/[C:18](OC)=[O:19])[CH:14]=[CH:13][N:12]=1. (5) Given the product [Cl:34][C:35]1[C:36]([N:46]2[CH2:64][CH2:63][N:49]([CH2:50][C:51]3[C:56]([O:57][CH3:58])=[CH:55][C:54]([O:59][CH3:60])=[CH:53][C:52]=3[O:61][CH3:62])[CH2:48][C:47]2=[O:66])=[CH:37][C:38]([C:44]#[N:45])=[CH:39][C:40]=1[N+:41]([O-:43])=[O:42], predict the reactants needed to synthesize it. The reactants are: C1(P(C2C=CC=CC=2)C2C=CC=CC=2)C=CC=CC=1.CC(OC(/N=N/C(OC(C)C)=O)=O)C.[Cl:34][C:35]1[C:40]([N+:41]([O-:43])=[O:42])=[CH:39][C:38]([C:44]#[N:45])=[CH:37][C:36]=1[NH:46][C:47](=[O:66])[CH2:48][N:49]([CH2:63][CH2:64]O)[CH2:50][C:51]1[C:56]([O:57][CH3:58])=[CH:55][C:54]([O:59][CH3:60])=[CH:53][C:52]=1[O:61][CH3:62]. (6) The reactants are: [F:1][C:2]1[CH:7]=[CH:6][C:5]([NH:8][S:9]([C:12]2[CH:17]=[CH:16][C:15]([CH3:18])=[CH:14][CH:13]=2)(=[O:11])=[O:10])=[C:4]([NH:19][S:20]([C:23]2[CH:28]=[CH:27][C:26]([CH3:29])=[CH:25][CH:24]=2)(=[O:22])=[O:21])[CH:3]=1.[N+:30]([O-])([OH:32])=[O:31]. Given the product [F:1][C:2]1[C:7]([N+:30]([O-:32])=[O:31])=[CH:6][C:5]([NH:8][S:9]([C:12]2[CH:17]=[CH:16][C:15]([CH3:18])=[CH:14][CH:13]=2)(=[O:10])=[O:11])=[C:4]([NH:19][S:20]([C:23]2[CH:24]=[CH:25][C:26]([CH3:29])=[CH:27][CH:28]=2)(=[O:21])=[O:22])[CH:3]=1, predict the reactants needed to synthesize it.